This data is from Retrosynthesis with 50K atom-mapped reactions and 10 reaction types from USPTO. The task is: Predict the reactants needed to synthesize the given product. (1) Given the product CCOC(=O)CC(O)c1ccc(OC(C)=O)cc1, predict the reactants needed to synthesize it. The reactants are: CCOC(=O)CC(=O)c1ccc(OC(C)=O)cc1. (2) Given the product CC(C)=CCCC(C)=CC(C)O, predict the reactants needed to synthesize it. The reactants are: CC(C)=CCCC(C)=CC=O.C[Mg+]. (3) Given the product C#CCOc1ncc(F)cc1OC, predict the reactants needed to synthesize it. The reactants are: C#CCOc1ncc(F)cc1F.C[O-]. (4) Given the product O=C(O)c1c(F)cc(F)c(F)c1NCc1ccccc1, predict the reactants needed to synthesize it. The reactants are: NCc1ccccc1.O=C(O)c1c(F)cc(F)c(F)c1F. (5) Given the product Cc1cc2nc3c(=O)[nH]c(=O)nc-3n(CCN3CCC(C(=O)O)CC3)c2cc1NCCC(=O)OC(C)(C)C, predict the reactants needed to synthesize it. The reactants are: CC(C)(C)OC(=O)CCN.Cc1cc2nc3c(=O)[nH]c(=O)nc-3n(CCN3CCC(C(=O)O)CC3)c2cc1Cl. (6) Given the product CC(C)(C)OC(=O)N1CCc2c(n(CCOc3ccccc3)c3ccc(Cl)c(Cl)c23)CC1, predict the reactants needed to synthesize it. The reactants are: BrCCOc1ccccc1.CC(C)(C)OC(=O)N1CCc2[nH]c3ccc(Cl)c(Cl)c3c2CC1. (7) Given the product O=C(O)C(F)(F)F, predict the reactants needed to synthesize it. The reactants are: CC(C)(C)OC(=O)COC1CCN(C(=O)[C@@H]2C[C@@H](O)CN2C(=O)c2ccc(C(=N)N)cc2)CC1. (8) Given the product C#CCC(NC(=O)NCCCl)c1ccccc1, predict the reactants needed to synthesize it. The reactants are: C#CCC(N)c1ccccc1.O=C=NCCCl.